Dataset: Reaction yield outcomes from USPTO patents with 853,638 reactions. Task: Predict the reaction yield, written as a fraction of the theoretical maximum amount of product (1.0 means a 100% yield; for example, 0.34 means a 34% yield). (1) The reactants are [NH2:1][C:2]1[NH:6][N:5]=[C:4]([CH3:7])[C:3]=1[C:8]1[CH:13]=[CH:12][CH:11]=[C:10]([O:14][CH3:15])[C:9]=1[O:16][CH2:17][CH:18]1[CH2:23][CH2:22][N:21](C(OC(C)(C)C)=O)[CH2:20][CH2:19]1.[OH:31][C:32]1[CH:39]=[CH:38][C:35]([CH:36]=O)=[CH:34][CH:33]=1.[C:40]([OH:46])([C:42]([F:45])([F:44])[F:43])=[O:41]. No catalyst specified. The product is [F:43][C:42]([F:45])([F:44])[C:40]([OH:46])=[O:41].[CH3:7][C:4]1[C:3]2[C:8]3[C:9]([O:16][CH2:17][CH:18]4[CH2:23][CH2:22][NH:21][CH2:20][CH2:19]4)=[C:10]([O:14][CH3:15])[CH:11]=[CH:12][C:13]=3[C:36]([C:35]3[CH:38]=[CH:39][C:32]([OH:31])=[CH:33][CH:34]=3)=[N:1][C:2]=2[NH:6][N:5]=1. The yield is 0.130. (2) The yield is 0.526. The product is [CH:22]1([C:20]([N:17]2[CH2:18][CH2:19][C@@H:15]([CH2:14][N:9]3[C:8]([C:5]4[CH:6]=[CH:7][C:2]([C:34]5[CH:35]=[C:36]6[C:40](=[CH:41][CH:42]=5)[NH:39][CH:38]=[CH:37]6)=[CH:3][C:4]=4[CH3:25])=[N:12][NH:11][C:10]3=[O:13])[CH2:16]2)=[O:21])[CH2:24][CH2:23]1. The catalyst is C1C=CC(P(C2C=CC=CC=2)[C-]2C=CC=C2)=CC=1.C1C=CC(P(C2C=CC=CC=2)[C-]2C=CC=C2)=CC=1.Cl[Pd]Cl.[Fe+2].O. The reactants are Br[C:2]1[CH:7]=[CH:6][C:5]([C:8]2[N:9]([CH2:14][C@@H:15]3[CH2:19][CH2:18][N:17]([C:20]([CH:22]4[CH2:24][CH2:23]4)=[O:21])[CH2:16]3)[C:10](=[O:13])[NH:11][N:12]=2)=[C:4]([CH3:25])[CH:3]=1.CC1(C)C(C)(C)OB([C:34]2[CH:35]=[C:36]3[C:40](=[CH:41][CH:42]=2)[NH:39][CH:38]=[CH:37]3)O1.C([O-])([O-])=O.[K+].[K+].O1CCOCC1. (3) The reactants are [F:1][C:2]([F:19])([C:6]1[CH:11]=[CH:10][CH:9]=[C:8]([O:12][CH2:13][CH2:14][S:15]([CH3:18])(=[O:17])=[O:16])[CH:7]=1)[C:3]([OH:5])=O.P(Cl)(Cl)(Cl)=O.Cl.[NH2:26][CH2:27][C:28]1[CH:29]=[C:30]2[C:34](=[CH:35][CH:36]=1)[C:33](=[O:37])[N:32]([CH:38]1[CH2:43][CH2:42][C:41](=[O:44])[NH:40][C:39]1=[O:45])[CH2:31]2.C(=O)(O)[O-].[Na+]. The catalyst is N1C=CC=CC=1. The product is [O:45]=[C:39]1[CH:38]([N:32]2[CH2:31][C:30]3[C:34](=[CH:35][CH:36]=[C:28]([CH2:27][NH:26][C:3](=[O:5])[C:2]([F:1])([F:19])[C:6]4[CH:11]=[CH:10][CH:9]=[C:8]([O:12][CH2:13][CH2:14][S:15]([CH3:18])(=[O:17])=[O:16])[CH:7]=4)[CH:29]=3)[C:33]2=[O:37])[CH2:43][CH2:42][C:41](=[O:44])[NH:40]1. The yield is 0.110. (4) The catalyst is C1(C)C=CC=CC=1.C(Cl)(Cl)Cl. The reactants are [CH3:1][C:2]1[CH:7]=[CH:6][N:5]=[CH:4][C:3]=1[NH2:8].[Cl:9][CH2:10][C:11]([N:14]=[C:15]=[O:16])([CH3:13])[CH3:12].CO. The yield is 0.877. The product is [Cl:9][CH2:10][C:11]([NH:14][C:15]([NH:8][C:3]1[CH:4]=[N:5][CH:6]=[CH:7][C:2]=1[CH3:1])=[O:16])([CH3:13])[CH3:12]. (5) The reactants are C(=O)([O-])[O-].[K+].[K+].Br[CH2:8][C:9]1[CH:14]=[CH:13][CH:12]=[CH:11][C:10]=1/[C:15](=[CH:20]\[O:21][CH3:22])/[C:16]([O:18][CH3:19])=[O:17].[OH:23][C:24]1[CH:25]=[C:26]([CH:29]=[CH:30][C:31]=1[O:32][CH3:33])[CH:27]=[O:28]. The catalyst is C(#N)C. The product is [CH:27]([C:26]1[CH:29]=[CH:30][C:31]([O:32][CH3:33])=[C:24]([CH:25]=1)[O:23][CH2:8][C:9]1[CH:14]=[CH:13][CH:12]=[CH:11][C:10]=1/[C:15](=[CH:20]\[O:21][CH3:22])/[C:16]([O:18][CH3:19])=[O:17])=[O:28]. The yield is 0.490. (6) The reactants are [CH3:1][O:2][C:3](=[O:19])[CH2:4][C:5]1([NH:11][C:12]2[CH:17]=[CH:16][CH:15]=[CH:14][C:13]=2[NH2:18])[CH2:10][CH2:9][CH2:8][CH2:7][CH2:6]1.[C:20](N1C=CN=C1)(N1C=CN=C1)=[O:21]. The catalyst is C1COCC1. The product is [CH3:1][O:2][C:3](=[O:19])[CH2:4][C:5]1([N:11]2[C:12]3[CH:17]=[CH:16][CH:15]=[CH:14][C:13]=3[NH:18][C:20]2=[O:21])[CH2:10][CH2:9][CH2:8][CH2:7][CH2:6]1. The yield is 0.860.